From a dataset of Reaction yield outcomes from USPTO patents with 853,638 reactions. Predict the reaction yield, written as a fraction of the theoretical maximum amount of product (1.0 means a 100% yield; for example, 0.34 means a 34% yield). (1) The yield is 0.950. No catalyst specified. The reactants are O=C[C@@H]([C@H]([C@@H]([C@@H](CO)O)O)O)O.C1C=[N+]([C@@H]2O[C@H](COP(OP(OC[C@H]3O[C@@H](N4C5N=CN=C(N)C=5N=C4)[C@H](OP(O)(O)=O)[C@@H]3O)(O)=O)(O)=O)[C@@H](O)[C@H]2O)C=C(C(N)=O)C=1.[OH-].[Na+].[Cl:63][CH2:64][C:65](=[O:72])[CH2:66][C:67]([O:69][CH2:70][CH3:71])=[O:68]. The product is [Cl:63][CH2:64][C@@H:65]([OH:72])[CH2:66][C:67]([O:69][CH2:70][CH3:71])=[O:68]. (2) The yield is 0.490. No catalyst specified. The reactants are [CH:1]1([CH2:6][CH:7]([N:11]2[C:16](=[O:17])[CH:15]=[C:14]([CH2:18][C:19]3[C:24]([F:25])=[CH:23][CH:22]=[CH:21][C:20]=3[F:26])[CH:13]=[N:12]2)[C:8]([OH:10])=O)[CH2:5][CH2:4][CH2:3][CH2:2]1.[NH2:27][C:28]1[CH:32]=[CH:31][N:30]([CH2:33][C:34]([CH3:37])([OH:36])[CH3:35])[N:29]=1. The product is [CH:1]1([CH2:6][CH:7]([N:11]2[C:16](=[O:17])[CH:15]=[C:14]([CH2:18][C:19]3[C:24]([F:25])=[CH:23][CH:22]=[CH:21][C:20]=3[F:26])[CH:13]=[N:12]2)[C:8]([NH:27][C:28]2[CH:32]=[CH:31][N:30]([CH2:33][C:34]([OH:36])([CH3:35])[CH3:37])[N:29]=2)=[O:10])[CH2:5][CH2:4][CH2:3][CH2:2]1. (3) The reactants are F[P-](F)(F)(F)(F)F.N1(OC(N(C)C)=[N+](C)C)C2N=CC=CC=2N=N1.Cl.[OH:26][C@H:27]1[CH2:31][NH:30][C@H:29]([C:32]([O:34][CH3:35])=[O:33])[CH2:28]1.[C:36]([O:40][C:41]([NH:43][CH:44]([C@H:48]([CH3:56])[CH2:49][CH:50]([CH3:55])[CH2:51][CH2:52][CH:53]=[CH2:54])[C:45](O)=[O:46])=[O:42])([CH3:39])([CH3:38])[CH3:37].CCN(CC)CC. The catalyst is C(Cl)Cl. The product is [C:36]([O:40][C:41]([NH:43][C@@H:44]([C@H:48]([CH3:56])[CH2:49][CH:50]([CH3:55])[CH2:51][CH2:52][CH:53]=[CH2:54])[C:45]([N:30]1[CH2:31][C@H:27]([OH:26])[CH2:28][C@H:29]1[C:32]([O:34][CH3:35])=[O:33])=[O:46])=[O:42])([CH3:39])([CH3:38])[CH3:37]. The yield is 0.300. (4) The reactants are Cl[C:2]1[N:7]2[N:8]=[C:9]([NH:11][C:12](=[O:19])[C:13]3[CH:18]=[CH:17][CH:16]=[N:15][CH:14]=3)[N:10]=[C:6]2[CH:5]=[C:4]([Cl:20])[CH:3]=1.[CH:21]1([NH2:26])[CH2:25][CH2:24][CH2:23][CH2:22]1. No catalyst specified. The product is [Cl:20][C:4]1[CH:3]=[C:2]([NH:26][CH:21]2[CH2:25][CH2:24][CH2:23][CH2:22]2)[N:7]2[N:8]=[C:9]([NH:11][C:12](=[O:19])[C:13]3[CH:18]=[CH:17][CH:16]=[N:15][CH:14]=3)[N:10]=[C:6]2[CH:5]=1. The yield is 0.0400. (5) The reactants are C1N=CN(C(N2C=NC=C2)=O)C=1.OC(C(F)(F)F)=O.[CH:20]1([C:26]2[C:27]3[CH:28]=[CH:29][C:30]([C:57](OC(C)(C)C)=[O:58])=[CH:31][C:32]=3[N:33]3[CH2:39][C:38]([C:40]([N:42]4[CH:47]5[CH2:48][CH2:49][CH:43]4[CH2:44][N:45]([CH3:50])[CH2:46]5)=[O:41])=[CH:37][C:36]4[CH:51]=[C:52]([O:55][CH3:56])[CH:53]=[CH:54][C:35]=4[C:34]=23)[CH2:25][CH2:24][CH2:23][CH2:22][CH2:21]1.[CH3:64][CH:65]([S:67]([NH2:70])(=[O:69])=[O:68])[CH3:66].C1CCN2C(=NCCC2)CC1. The catalyst is C1COCC1. The product is [CH:20]1([C:26]2[C:27]3[CH:28]=[CH:29][C:30]([C:57]([NH:70][S:67]([CH:65]([CH3:66])[CH3:64])(=[O:69])=[O:68])=[O:58])=[CH:31][C:32]=3[N:33]3[CH2:39][C:38]([C:40]([N:42]4[CH:43]5[CH2:49][CH2:48][CH:47]4[CH2:46][N:45]([CH3:50])[CH2:44]5)=[O:41])=[CH:37][C:36]4[CH:51]=[C:52]([O:55][CH3:56])[CH:53]=[CH:54][C:35]=4[C:34]=23)[CH2:21][CH2:22][CH2:23][CH2:24][CH2:25]1. The yield is 0.430. (6) The reactants are [OH:1][C:2]1[CH:7]=[CH:6][C:5]([C@@H:8]([C:13]#[C:14][CH3:15])[CH2:9][C:10]([OH:12])=[O:11])=[CH:4][CH:3]=1.[CH3:16]I. The catalyst is CC(C)=O. The product is [CH3:16][O:11][C:10](=[O:12])[CH2:9][C@@H:8]([C:5]1[CH:4]=[CH:3][C:2]([OH:1])=[CH:7][CH:6]=1)[C:13]#[C:14][CH3:15]. The yield is 0.850. (7) The reactants are [O:1]=[C:2]1[C:10]2[C:5](=[CH:6][CH:7]=[CH:8][CH:9]=2)[C:4](=[S:11])[N:3]1[CH:12]([CH2:17][CH2:18][C:19]([O:21]C)=[O:20])[C:13]([O:15]C)=[O:14].CC([O-])=O.Cl. The catalyst is C(OCC)(=O)C. The product is [O:1]=[C:2]1[C:10]2[C:5](=[CH:6][CH:7]=[CH:8][CH:9]=2)[C:4](=[S:11])[N:3]1[CH:12]([CH2:17][CH2:18][C:19]([OH:21])=[O:20])[C:13]([OH:15])=[O:14]. The yield is 0.790. (8) The reactants are [NH2:1][C:2]1[CH:3]=[C:4]([CH:7]=[CH:8][CH:9]=1)[CH2:5][OH:6].[C:10](OC(=O)C)(=[O:12])[CH3:11]. The catalyst is C1COCC1.CCOC(C)=O. The product is [OH:6][CH2:5][C:4]1[CH:3]=[C:2]([NH:1][C:10](=[O:12])[CH3:11])[CH:9]=[CH:8][CH:7]=1. The yield is 0.850. (9) The reactants are C([N:8]1[C:13]([C:14]2[CH:19]=[CH:18][C:17]([N:20]([CH3:22])[CH3:21])=[CH:16][CH:15]=2)=[C:12]([CH2:23][CH3:24])[C:11]([O:25][CH3:26])=[C:10]([C:27]([OH:29])=[O:28])[C:9]1=[O:30])C1C=CC=CC=1. The catalyst is CO.CC(O)=O. The product is [CH3:21][N:20]([CH3:22])[C:17]1[CH:16]=[CH:15][C:14]([C:13]2[NH:8][C:9](=[O:30])[C:10]([C:27]([OH:29])=[O:28])=[C:11]([O:25][CH3:26])[C:12]=2[CH2:23][CH3:24])=[CH:19][CH:18]=1. The yield is 0.600. (10) The reactants are [NH:1]1[CH2:6][CH2:5][O:4][CH2:3][CH2:2]1.[N:7]1[C:14]([Cl:15])=[N:13][C:11](Cl)=[N:10][C:8]=1[Cl:9]. The catalyst is C(Cl)(Cl)Cl.O. The product is [Cl:9][C:8]1[N:7]=[C:14]([Cl:15])[N:13]=[C:11]([N:1]2[CH2:6][CH2:5][O:4][CH2:3][CH2:2]2)[N:10]=1. The yield is 0.390.